From a dataset of Catalyst prediction with 721,799 reactions and 888 catalyst types from USPTO. Predict which catalyst facilitates the given reaction. (1) The catalyst class is: 411. Product: [CH3:19][O:20][C:21]1[CH:26]=[CH:25][CH:24]=[C:23]([N:27]2[CH2:32][CH2:31][O:30][CH2:29][CH2:28]2)[C:22]=1[CH2:33][CH2:34][N:1]1[CH2:2][CH2:3][CH:4]([N:7]2[C:15]3[C:10](=[CH:11][CH:12]=[C:13]([C:16]([NH2:18])=[O:17])[CH:14]=3)[CH:9]=[CH:8]2)[CH2:5][CH2:6]1. Reactant: [NH:1]1[CH2:6][CH2:5][CH:4]([N:7]2[C:15]3[C:10](=[CH:11][CH:12]=[C:13]([C:16]([NH2:18])=[O:17])[CH:14]=3)[CH:9]=[CH:8]2)[CH2:3][CH2:2]1.[CH3:19][O:20][C:21]1[CH:26]=[CH:25][CH:24]=[C:23]([N:27]2[CH2:32][CH2:31][O:30][CH2:29][CH2:28]2)[C:22]=1[CH2:33][CH:34]=O.C(O[BH-](OC(=O)C)OC(=O)C)(=O)C.[Na+].[OH-].[Na+]. (2) Reactant: C([O:8][C@H:9]1[C@H:13]([O:14]CC2C=CC=CC=2)[CH2:12][N:11]([C:22]2[CH:23]=[N:24][N:25]3[CH2:30][C@H:29]([CH3:31])[N:28]([C:32]([O:34][C:35]([CH3:38])([CH3:37])[CH3:36])=[O:33])[CH2:27][C:26]=23)[C:10]1=[O:39])C1C=CC=CC=1.[H][H]. Product: [OH:8][C@H:9]1[C@H:13]([OH:14])[CH2:12][N:11]([C:22]2[CH:23]=[N:24][N:25]3[CH2:30][C@H:29]([CH3:31])[N:28]([C:32]([O:34][C:35]([CH3:38])([CH3:37])[CH3:36])=[O:33])[CH2:27][C:26]=23)[C:10]1=[O:39]. The catalyst class is: 43. (3) Reactant: C([O:8][C@H:9]1[C@H:14]([O:15]CC2C=CC=CC=2)[C@@H:13]([O:23]CC2C=CC=CC=2)[C@H:12]([C:31]2[CH:36]=[C:35]([CH2:37][C:38]3[CH:43]=[CH:42][C:41]([CH2:44][CH3:45])=[CH:40][CH:39]=3)[C:34]([Cl:46])=[CH:33][C:32]=2[CH2:47][CH2:48][O:49][CH2:50][C:51]([F:54])([F:53])[F:52])[O:11][C@@H:10]1[CH2:55][O:56]CC1C=CC=CC=1)C1C=CC=CC=1. Product: [Cl:46][C:34]1[C:35]([CH2:37][C:38]2[CH:43]=[CH:42][C:41]([CH2:44][CH3:45])=[CH:40][CH:39]=2)=[CH:36][C:31]([C@H:12]2[C@H:13]([OH:23])[C@@H:14]([OH:15])[C@H:9]([OH:8])[C@@H:10]([CH2:55][OH:56])[O:11]2)=[C:32]([CH2:47][CH2:48][O:49][CH2:50][C:51]([F:54])([F:52])[F:53])[CH:33]=1. The catalyst class is: 403. (4) Reactant: C([O:9][CH2:10][CH2:11][N:12]1[C:20]2[C:19](Cl)=[N:18][CH:17]=[N:16][C:15]=2[CH:14]=[CH:13]1)(=O)C1C=CC=CC=1.[NH2:22][C:23]1[CH:42]=[CH:41][C:26]([O:27][C:28]2[CH:29]=[C:30]([C:34](=[O:40])[CH2:35][C:36]([CH3:39])([CH3:38])[CH3:37])[CH:31]=[CH:32][CH:33]=2)=[C:25]([Cl:43])[CH:24]=1.C(O)(C)C.[OH-].[Na+]. Product: [Cl:43][C:25]1[CH:24]=[C:23]([NH:22][C:19]2[C:20]3[N:12]([CH2:11][CH2:10][OH:9])[CH:13]=[CH:14][C:15]=3[N:16]=[CH:17][N:18]=2)[CH:42]=[CH:41][C:26]=1[O:27][C:28]1[CH:29]=[C:30]([C:34](=[O:40])[CH2:35][C:36]([CH3:39])([CH3:38])[CH3:37])[CH:31]=[CH:32][CH:33]=1. The catalyst class is: 83. (5) Reactant: [Cl:1][C:2]1[CH:10]=[C:9]([Cl:11])[CH:8]=[C:7]2[C:3]=1[CH2:4][CH:5]([CH3:13])[C:6]2=O.C1COCC1.CO.[BH4-].[Na+]. Product: [Cl:11][C:9]1[CH:8]=[C:7]2[C:3](=[C:2]([Cl:1])[CH:10]=1)[CH2:4][C:5]([CH3:13])=[CH:6]2. The catalyst class is: 6. (6) Reactant: [N+:1]([C:4]1[CH:16]=[CH:15][C:7]([CH2:8][C:9]2[CH:14]=[CH:13][N:12]=[CH:11][CH:10]=2)=[CH:6][CH:5]=1)([O-])=O. Product: [N:12]1[CH:13]=[CH:14][C:9]([CH2:8][C:7]2[CH:15]=[CH:16][C:4]([NH2:1])=[CH:5][CH:6]=2)=[CH:10][CH:11]=1. The catalyst class is: 19. (7) Reactant: [CH:1]1([C:4]2[C:5]([N:24]([C:29]3[CH:34]=[CH:33][CH:32]=[C:31]([B:35]4[O:39]C(C)(C)C(C)(C)[O:36]4)[CH:30]=3)[S:25]([CH3:28])(=[O:27])=[O:26])=[CH:6][C:7]3[O:11][C:10]([C:12]4[CH:17]=[CH:16][C:15]([F:18])=[CH:14][CH:13]=4)=[C:9]([C:19]([NH:21][CH3:22])=[O:20])[C:8]=3[CH:23]=2)[CH2:3][CH2:2]1.C1(B(O)O)C=CC=CC=1.Cl. Product: [CH:1]1([C:4]2[C:5]([N:24]([C:29]3[CH:30]=[C:31]([B:35]([OH:36])[OH:39])[CH:32]=[CH:33][CH:34]=3)[S:25]([CH3:28])(=[O:27])=[O:26])=[CH:6][C:7]3[O:11][C:10]([C:12]4[CH:17]=[CH:16][C:15]([F:18])=[CH:14][CH:13]=4)=[C:9]([C:19](=[O:20])[NH:21][CH3:22])[C:8]=3[CH:23]=2)[CH2:3][CH2:2]1. The catalyst class is: 7. (8) Reactant: [CH3:1][C:2]1([CH3:9])[CH2:7][CH2:6][CH2:5][CH:4]([SH:8])[CH2:3]1.C(=O)([O-])[O-].[K+].[K+].[C:16]([C:18]1[CH:25]=[CH:24][C:21]([CH2:22]Br)=[CH:20][CH:19]=1)#[N:17]. Product: [CH3:1][C:2]1([CH3:9])[CH2:7][CH2:6][CH2:5][CH:4]([S:8][CH2:22][C:21]2[CH:24]=[CH:25][C:18]([C:16]#[N:17])=[CH:19][CH:20]=2)[CH2:3]1. The catalyst class is: 47.